This data is from Reaction yield outcomes from USPTO patents with 853,638 reactions. The task is: Predict the reaction yield, written as a fraction of the theoretical maximum amount of product (1.0 means a 100% yield; for example, 0.34 means a 34% yield). (1) The reactants are [C:1]([C:5]1[O:9][N:8]=[C:7]([NH:10][C:11]([NH:13][C:14]2[CH:19]=[CH:18][CH:17]=[C:16]([O:20][C:21]3[C:30]4[C:25](=[CH:26][C:27]([O:33][CH:34]5[CH2:39][CH2:38][NH:37][CH2:36][CH2:35]5)=[C:28]([O:31][CH3:32])[CH:29]=4)[N:24]=[CH:23][N:22]=3)[CH:15]=2)=[O:12])[CH:6]=1)([CH3:4])([CH3:3])[CH3:2].FC(F)(F)S(O[CH2:46][CH:47]([F:49])[F:48])(=O)=O.C(N(CC)C(C)C)(C)C. The catalyst is C(Cl)Cl. The product is [C:1]([C:5]1[O:9][N:8]=[C:7]([NH:10][C:11]([NH:13][C:14]2[CH:19]=[CH:18][CH:17]=[C:16]([O:20][C:21]3[C:30]4[C:25](=[CH:26][C:27]([O:33][CH:34]5[CH2:39][CH2:38][N:37]([CH2:46][CH:47]([F:49])[F:48])[CH2:36][CH2:35]5)=[C:28]([O:31][CH3:32])[CH:29]=4)[N:24]=[CH:23][N:22]=3)[CH:15]=2)=[O:12])[CH:6]=1)([CH3:4])([CH3:2])[CH3:3]. The yield is 0.0400. (2) The reactants are [C:1](=[O:16])([O:14][CH3:15])[O:2][C:3]1[CH:8]=[CH:7][C:6]([F:9])=[CH:5][C:4]=1[C:10]([CH3:13])([CH3:12])[CH3:11].[N+:17]([O-:20])([OH:19])=[O:18]. The catalyst is OS(O)(=O)=O. The product is [C:1](=[O:16])([O:14][CH3:15])[O:2][C:3]1[CH:8]=[C:7]([N+:17]([O-:19])=[O:18])[C:6]([F:9])=[CH:5][C:4]=1[C:10]([CH3:11])([CH3:12])[CH3:13].[C:1](=[O:16])([O:14][CH3:15])[O:2][C:3]1[C:8]([N+:17]([O-:20])=[O:18])=[CH:7][C:6]([F:9])=[CH:5][C:4]=1[C:10]([CH3:11])([CH3:12])[CH3:13]. The yield is 0.550.